From a dataset of Forward reaction prediction with 1.9M reactions from USPTO patents (1976-2016). Predict the product of the given reaction. (1) Given the reactants [F:1][C:2]1[CH:3]=[C:4]([OH:9])[CH:5]=[CH:6][C:7]=1[NH2:8].CC(C)([O-])C.[K+].[Cl:16][C:17]1[CH:22]=[C:21](Cl)[CH:20]=[CH:19][N:18]=1, predict the reaction product. The product is: [Cl:16][C:17]1[CH:22]=[C:21]([O:9][C:4]2[CH:5]=[CH:6][C:7]([NH2:8])=[C:2]([F:1])[CH:3]=2)[CH:20]=[CH:19][N:18]=1. (2) Given the reactants [C:1]([O:5][C:6]([N:8]([CH3:14])[CH2:9][CH2:10][C:11]([OH:13])=O)=[O:7])([CH3:4])([CH3:3])[CH3:2].C1N=CN(C(N2C=NC=C2)=O)C=1.[CH3:27][O:28][NH:29][CH3:30], predict the reaction product. The product is: [CH3:27][O:28][N:29]([CH3:30])[C:11](=[O:13])[CH2:10][CH2:9][N:8]([CH3:14])[C:6](=[O:7])[O:5][C:1]([CH3:2])([CH3:3])[CH3:4]. (3) Given the reactants C(O)(=O)C.[Cl:5][C:6]1[CH:7]=[C:8]([CH2:13][NH:14][O:15][CH3:16])[CH:9]=[N:10][C:11]=1[Cl:12].[CH2:17]1[C:22](=[O:23])[O:21][CH2:20][C:18]1=O.O, predict the reaction product. The product is: [Cl:5][C:6]1[CH:7]=[C:8]([CH2:13][N:14]([O:15][CH3:16])[C:18]2[CH2:20][O:21][C:22](=[O:23])[CH:17]=2)[CH:9]=[N:10][C:11]=1[Cl:12].